Dataset: Forward reaction prediction with 1.9M reactions from USPTO patents (1976-2016). Task: Predict the product of the given reaction. (1) Given the reactants [Br:1][C:2]1[C:3](F)=[C:4]([C:7]([F:10])=[CH:8][CH:9]=1)[CH:5]=O.[C:12]([O:16][CH2:17][CH3:18])(=[O:15])[CH2:13][SH:14].C(N(CC)CC)C.Cl, predict the reaction product. The product is: [Br:1][C:2]1[C:3]2[S:14][C:13]([C:12]([O:16][CH2:17][CH3:18])=[O:15])=[CH:5][C:4]=2[C:7]([F:10])=[CH:8][CH:9]=1. (2) Given the reactants [F:1][C:2]1[CH:3]=[C:4]([C@H:8]2[CH2:12][C@@H:11]([OH:13])[CH2:10][N:9]2[C:14]2[CH:19]=[CH:18][N:17]3[N:20]=[CH:21][C:22]([C:23]([O:25][CH2:26][CH3:27])=[O:24])=[C:16]3[N:15]=2)[CH:5]=[CH:6][CH:7]=1.C1C=CC(P(C2C=CC=CC=2)C2C=CC=CC=2)=CC=1.[CH3:47][CH:48]([O:50]C(/N=N/C(OC(C)C)=O)=O)C.C(O)(=O)C, predict the reaction product. The product is: [C:48]([O:13][C@@H:11]1[CH2:10][N:9]([C:14]2[CH:19]=[CH:18][N:17]3[N:20]=[CH:21][C:22]([C:23]([O:25][CH2:26][CH3:27])=[O:24])=[C:16]3[N:15]=2)[C@@H:8]([C:4]2[CH:5]=[CH:6][CH:7]=[C:2]([F:1])[CH:3]=2)[CH2:12]1)(=[O:50])[CH3:47]. (3) Given the reactants [Cl:1][C:2]1[C:7]([S:8](Cl)(=[O:10])=[O:9])=[CH:6][CH:5]=[CH:4][N:3]=1.[CH3:12][O:13][C:14]1[N:19]=[C:18]([NH2:20])[CH:17]=[CH:16][C:15]=1[CH3:21].N1C=CC=CC=1, predict the reaction product. The product is: [Cl:1][C:2]1[C:7]([S:8]([NH:20][C:18]2[CH:17]=[CH:16][C:15]([CH3:21])=[C:14]([O:13][CH3:12])[N:19]=2)(=[O:10])=[O:9])=[CH:6][CH:5]=[CH:4][N:3]=1.